This data is from Full USPTO retrosynthesis dataset with 1.9M reactions from patents (1976-2016). The task is: Predict the reactants needed to synthesize the given product. Given the product [C:1]([C:3]1[CH:4]=[C:5]2[C:9](=[CH:10][CH:11]=1)[N:8]([S:38]([C:35]1[CH:34]=[CH:33][C:32]([O:31][CH3:30])=[CH:37][CH:36]=1)(=[O:40])=[O:39])[C:7](=[O:12])[C:6]2([CH2:21][NH:22][C@@H:23]([CH3:29])[C:24]([N:26]([CH3:27])[CH3:28])=[O:25])[C:13]1[CH:18]=[CH:17][CH:16]=[CH:15][C:14]=1[O:19][CH3:20])#[N:2], predict the reactants needed to synthesize it. The reactants are: [C:1]([C:3]1[CH:4]=[C:5]2[C:9](=[CH:10][CH:11]=1)[NH:8][C:7](=[O:12])[C:6]2([CH2:21][NH:22][C@@H:23]([CH3:29])[C:24]([N:26]([CH3:28])[CH3:27])=[O:25])[C:13]1[CH:18]=[CH:17][CH:16]=[CH:15][C:14]=1[O:19][CH3:20])#[N:2].[CH3:30][O:31][C:32]1[CH:37]=[CH:36][C:35]([S:38](Cl)(=[O:40])=[O:39])=[CH:34][CH:33]=1.